Task: Predict which catalyst facilitates the given reaction.. Dataset: Catalyst prediction with 721,799 reactions and 888 catalyst types from USPTO (1) Reactant: [NH:1]1[C:9]2[C:4](=[CH:5][C:6]([NH:10][C:11]3[C:12]4[C:19]5[CH2:20][CH2:21][CH:22]([C:24](O)=[O:25])[CH2:23][C:18]=5[S:17][C:13]=4[N:14]=[CH:15][N:16]=3)=[CH:7][CH:8]=2)[CH:3]=[N:2]1.[CH:27]1([CH2:30][NH2:31])[CH2:29][CH2:28]1.C(N(CC)C(C)C)(C)C.C(P1(=O)OP(CCC)(=O)OP(CCC)(=O)O1)CC.C(P(OP(CCC)=O)=O)CC.C(NC(C)C)(C)C. Product: [CH:27]1([CH2:30][NH:31][C:24]([CH:22]2[CH2:21][CH2:20][C:19]3[C:12]4[C:11]([NH:10][C:6]5[CH:5]=[C:4]6[C:9](=[CH:8][CH:7]=5)[NH:1][N:2]=[CH:3]6)=[N:16][CH:15]=[N:14][C:13]=4[S:17][C:18]=3[CH2:23]2)=[O:25])[CH2:29][CH2:28]1. The catalyst class is: 288. (2) Reactant: [NH2:1][C:2]1[CH:7]=[C:6]([N+:8]([O-:10])=[O:9])[CH:5]=[CH:4][C:3]=1[CH2:11]O.[K].CCSC(N(CC(C)C)CC(C)C)=[O:18].[CH2:28](Br)[CH:29]=[CH2:30]. Product: [CH2:28]([O:18][C:4]1[C:3]([CH3:11])=[C:2]([NH2:1])[CH:7]=[C:6]([N+:8]([O-:10])=[O:9])[CH:5]=1)[CH:29]=[CH2:30]. The catalyst class is: 56. (3) Reactant: [C:1]([C:3]1[CH:8]=[CH:7][C:6]([NH:9][S:10]([CH3:13])(=[O:12])=[O:11])=[C:5]([CH3:14])[CH:4]=1)#[N:2].[C:15]([OH:18])(=[O:17])[CH3:16]. Product: [C:15]([O-:18])(=[O:17])[CH3:16].[CH3:13][S:10]([NH:9][C:6]1[CH:7]=[CH:8][C:3]([CH2:1][NH3+:2])=[CH:4][C:5]=1[CH3:14])(=[O:12])=[O:11]. The catalyst class is: 19. (4) Reactant: [Cl:1][C:2]1[C:7]([CH2:8][C:9]([O:11][CH2:12][CH3:13])=[O:10])=[CH:6][N:5]=[CH:4][N:3]=1.[CH:14]([N-]C(C)C)(C)C.[Li+].IC. Product: [Cl:1][C:2]1[C:7]([CH:8]([CH3:14])[C:9]([O:11][CH2:12][CH3:13])=[O:10])=[CH:6][N:5]=[CH:4][N:3]=1. The catalyst class is: 1. (5) Reactant: [F:1][C:2]1([CH2:15]OS(C2C=CC(C)=CC=2)(=O)=O)[CH2:7][CH2:6][N:5]([C:8]([O:10][C:11]([CH3:14])([CH3:13])[CH3:12])=[O:9])[CH2:4][CH2:3]1.[C:27]1(=[O:37])[NH:31][C:30](=[O:32])[C:29]2=[CH:33][CH:34]=[CH:35][CH:36]=[C:28]12.[K].O. Product: [O:32]=[C:30]1[C:29]2[C:28](=[CH:36][CH:35]=[CH:34][CH:33]=2)[C:27](=[O:37])[N:31]1[CH2:15][C:2]1([F:1])[CH2:3][CH2:4][N:5]([C:8]([O:10][C:11]([CH3:12])([CH3:13])[CH3:14])=[O:9])[CH2:6][CH2:7]1. The catalyst class is: 3. (6) Reactant: [CH2:1]([N:7]([CH2:13][C:14]([O:16]C)=[O:15])[CH2:8][C:9]([O:11]C)=[O:10])[CH2:2][CH2:3][CH2:4][C:5]#[CH:6].[OH-].[K+]. Product: [CH2:1]([N:7]([CH2:13][C:14]([OH:16])=[O:15])[CH2:8][C:9]([OH:11])=[O:10])[CH2:2][CH2:3][CH2:4][C:5]#[CH:6]. The catalyst class is: 1. (7) Reactant: Br[C:2]1[CH:3]=[C:4]2[C:8](=[CH:9][CH:10]=1)[N:7]([CH:11]1[CH2:16][CH2:15][CH2:14][CH2:13][O:12]1)[N:6]=[C:5]2[C:17]1[N:22]=[C:21]([N:23]2[CH2:28][CH2:27][CH:26]([NH:29][C:30](=[O:36])[O:31][C:32]([CH3:35])([CH3:34])[CH3:33])[CH2:25][CH2:24]2)[CH:20]=[N:19][CH:18]=1.[F:37][C:38]1[CH:39]=[C:40](B(O)O)[CH:41]=[CH:42][CH:43]=1.C([O-])([O-])=O.[Na+].[Na+].O1CCOCC1. Product: [F:37][C:38]1[CH:43]=[C:42]([C:2]2[CH:3]=[C:4]3[C:8](=[CH:9][CH:10]=2)[N:7]([CH:11]2[CH2:16][CH2:15][CH2:14][CH2:13][O:12]2)[N:6]=[C:5]3[C:17]2[N:22]=[C:21]([N:23]3[CH2:28][CH2:27][CH:26]([NH:29][C:30](=[O:36])[O:31][C:32]([CH3:34])([CH3:35])[CH3:33])[CH2:25][CH2:24]3)[CH:20]=[N:19][CH:18]=2)[CH:41]=[CH:40][CH:39]=1. The catalyst class is: 189.